This data is from Reaction yield outcomes from USPTO patents with 853,638 reactions. The task is: Predict the reaction yield, written as a fraction of the theoretical maximum amount of product (1.0 means a 100% yield; for example, 0.34 means a 34% yield). (1) The reactants are [Br:1][C:2]1[CH:6]=[N:5][N:4]([CH3:7])[C:3]=1[C:8]1[CH:9]=[C:10]([NH2:16])[CH:11]=[CH:12][C:13]=1[O:14][CH3:15].[F:17][C:18]1[CH:19]=[C:20]([N:24]=[C:25]=[O:26])[CH:21]=[CH:22][CH:23]=1. The catalyst is C(Cl)Cl. The product is [Br:1][C:2]1[CH:6]=[N:5][N:4]([CH3:7])[C:3]=1[C:8]1[CH:9]=[C:10]([NH:16][C:25]([NH:24][C:20]2[CH:21]=[CH:22][CH:23]=[C:18]([F:17])[CH:19]=2)=[O:26])[CH:11]=[CH:12][C:13]=1[O:14][CH3:15]. The yield is 0.820. (2) The reactants are Br[C:2]1[CH:3]=[CH:4][C:5]([O:9][CH3:10])=[C:6]([CH:8]=1)[NH2:7].[CH3:11][PH:12](=[O:14])[CH3:13].P([O-])([O-])([O-])=O.[K+].[K+].[K+]. The catalyst is CN(C=O)C.C([O-])(=O)C.[Pd+2].C([O-])(=O)C.CC1(C)C2C(=C(P(C3C=CC=CC=3)C3C=CC=CC=3)C=CC=2)OC2C(P(C3C=CC=CC=3)C3C=CC=CC=3)=CC=CC1=2. The product is [CH3:11][P:12]([C:2]1[CH:3]=[CH:4][C:5]([O:9][CH3:10])=[C:6]([CH:8]=1)[NH2:7])([CH3:13])=[O:14]. The yield is 0.850. (3) The catalyst is C(#N)C.O1CCCC1. The yield is 0.863. The reactants are [C:1]([C:5]1[CH:17]=[CH:16][C:15]2[C:14]3[C:9](=[CH:10][C:11]([C:18]([CH3:21])([CH3:20])[CH3:19])=[CH:12][CH:13]=3)[N:8]([C:22]3[CH:27]=[C:26]([C:28]([CH3:35])([CH2:30][C:31]([CH3:34])([CH3:33])[CH3:32])[CH3:29])[CH:25]=[CH:24][C:23]=3[O:36][CH:37]3[CH2:42][CH2:41][CH2:40][CH2:39][O:38]3)[C:7]=2[CH:6]=1)([CH3:4])([CH3:3])[CH3:2].C([Li])CCC.C(O[B:52]1[O:56][C:55]([CH3:58])([CH3:57])[C:54]([CH3:60])([CH3:59])[O:53]1)(C)C.C(=O)(O)[O-].[Na+]. The product is [C:1]([C:5]1[CH:17]=[CH:16][C:15]2[C:14]3[C:9](=[CH:10][C:11]([C:18]([CH3:21])([CH3:19])[CH3:20])=[CH:12][CH:13]=3)[N:8]([C:22]3[CH:27]=[C:26]([C:28]([CH3:29])([CH2:30][C:31]([CH3:34])([CH3:33])[CH3:32])[CH3:35])[CH:25]=[C:24]([B:52]4[O:56][C:55]([CH3:58])([CH3:57])[C:54]([CH3:60])([CH3:59])[O:53]4)[C:23]=3[O:36][CH:37]3[CH2:42][CH2:41][CH2:40][CH2:39][O:38]3)[C:7]=2[CH:6]=1)([CH3:2])([CH3:3])[CH3:4]. (4) The reactants are [CH3:1][C:2]1([CH3:26])[C:11]2[CH:10]=[C:9]([C:12]#[C:13][C:14]3[CH:19]=[CH:18][C:17]([CH2:20][C:21]([O:23][CH3:24])=[O:22])=[CH:16][CH:15]=3)[CH:8]=[CH:7][C:6]=2[C:5](=[O:25])[CH2:4][CH2:3]1.[BH4-].[Na+]. The catalyst is CO. The product is [OH:25][CH:5]1[CH2:4][CH2:3][C:2]([CH3:1])([CH3:26])[C:11]2[CH:10]=[C:9]([C:12]#[C:13][C:14]3[CH:15]=[CH:16][C:17]([CH2:20][C:21]([O:23][CH3:24])=[O:22])=[CH:18][CH:19]=3)[CH:8]=[CH:7][C:6]1=2. The yield is 0.870. (5) The reactants are Cl[C:2]1[N:7]=[C:6]([O:8][C:9]2[CH:35]=[CH:34][C:33]([C:36]([F:39])([F:38])[F:37])=[CH:32][C:10]=2[CH2:11][NH:12][C:13]([NH:15][C:16]2[N:20]([C:21]3[CH:26]=[CH:25][C:24]([CH3:27])=[CH:23][CH:22]=3)[N:19]=[C:18]([C:28]([CH3:31])([CH3:30])[CH3:29])[CH:17]=2)=[O:14])[CH:5]=[CH:4][N:3]=1.[NH:40]1[CH2:45][CH2:44][O:43][CH2:42][CH2:41]1. The catalyst is C(O)C. The product is [O:43]1[CH2:44][CH2:45][N:40]([C:2]2[N:7]=[C:6]([O:8][C:9]3[CH:35]=[CH:34][C:33]([C:36]([F:39])([F:37])[F:38])=[CH:32][C:10]=3[CH2:11][NH:12][C:13]([NH:15][C:16]3[N:20]([C:21]4[CH:22]=[CH:23][C:24]([CH3:27])=[CH:25][CH:26]=4)[N:19]=[C:18]([C:28]([CH3:30])([CH3:31])[CH3:29])[CH:17]=3)=[O:14])[CH:5]=[CH:4][N:3]=2)[CH2:41][CH2:42]1. The yield is 0.700. (6) The reactants are [Cl:1][C:2]1[CH:3]=[C:4]2[C:9](=[CH:10][C:11]=1[O:12][CH3:13])[NH:8][C:7](=[O:14])[C:6]([C@@H:15]([NH:17][S@@](C(C)(C)C)=O)[CH3:16])=[CH:5]2.Cl. The catalyst is CO.O1CCOCC1. The product is [ClH:1].[NH2:17][C@H:15]([C:6]1[C:7](=[O:14])[NH:8][C:9]2[C:4]([CH:5]=1)=[CH:3][C:2]([Cl:1])=[C:11]([O:12][CH3:13])[CH:10]=2)[CH3:16]. The yield is 0.990. (7) The reactants are C(OC([N:8]1[CH2:14][CH2:13][C:12]2[C:15]([CH2:20][S:21][C:22]3[CH:27]=[CH:26][C:25]([C:28]4[N:29]=[C:30]([NH:33][CH2:34][CH:35]5[CH2:37][CH2:36]5)[S:31][CH:32]=4)=[CH:24][CH:23]=3)=[C:16]([Cl:19])[CH:17]=[CH:18][C:11]=2[CH2:10][CH2:9]1)=O)(C)(C)C.FC(F)(F)C(O)=O. The catalyst is C(Cl)Cl. The yield is 0.860. The product is [Cl:19][C:16]1[CH:17]=[CH:18][C:11]2[CH2:10][CH2:9][NH:8][CH2:14][CH2:13][C:12]=2[C:15]=1[CH2:20][S:21][C:22]1[CH:23]=[CH:24][C:25]([C:28]2[N:29]=[C:30]([NH:33][CH2:34][CH:35]3[CH2:37][CH2:36]3)[S:31][CH:32]=2)=[CH:26][CH:27]=1. (8) The product is [CH3:1][O:2][CH2:3][CH2:4][O:5][C:6]1[N:7]=[CH:8][C:9]([NH2:12])=[CH:10][CH:11]=1. The yield is 0.980. The reactants are [CH3:1][O:2][CH2:3][CH2:4][O:5][C:6]1[CH:11]=[CH:10][C:9]([N+:12]([O-])=O)=[CH:8][N:7]=1. The catalyst is C(O)C.[Pd]. (9) The reactants are Br[CH2:2][CH2:3][C:4]([CH3:14])([S:10]([CH3:13])(=[O:12])=[O:11])[C:5]([O:7][CH2:8][CH3:9])=[O:6].[C:15]1([C:21]2[CH:26]=[CH:25][N:24]=[C:23]([OH:27])[CH:22]=2)[CH:20]=[CH:19][CH:18]=[CH:17][CH:16]=1.C(=O)([O-])[O-].[Cs+].[Cs+]. The catalyst is C1COCC1.C(OCC)(=O)C.O. The product is [CH3:14][C:4]([S:10]([CH3:13])(=[O:12])=[O:11])([CH2:3][CH2:2][N:24]1[CH:25]=[CH:26][C:21]([C:15]2[CH:16]=[CH:17][CH:18]=[CH:19][CH:20]=2)=[CH:22][C:23]1=[O:27])[C:5]([O:7][CH2:8][CH3:9])=[O:6]. The yield is 0.614. (10) The reactants are [NH2:1][C:2]1[CH:3]=[CH:4][C:5]([CH3:22])=[C:6]([NH:8][C:9]2[N:10]=[CH:11][C:12]3[N:17]=[C:16]([NH:18][C:19](=[O:21])[CH3:20])[S:15][C:13]=3[N:14]=2)[CH:7]=1.[F:23][C:24]([F:36])([F:35])[O:25][C:26]1[CH:27]=[C:28]([CH:32]=[CH:33][CH:34]=1)[C:29](O)=[O:30].F[P-](F)(F)(F)(F)F.N1(OC(N(C)C)=[N+](C)C)C2N=CC=CC=2N=N1.C(=O)([O-])O.[Na+]. The catalyst is N1C=CC=CC=1. The product is [C:19]([NH:18][C:16]1[S:15][C:13]2[N:14]=[C:9]([NH:8][C:6]3[CH:7]=[C:2]([NH:1][C:29](=[O:30])[C:28]4[CH:32]=[CH:33][CH:34]=[C:26]([O:25][C:24]([F:23])([F:35])[F:36])[CH:27]=4)[CH:3]=[CH:4][C:5]=3[CH3:22])[N:10]=[CH:11][C:12]=2[N:17]=1)(=[O:21])[CH3:20]. The yield is 0.400.